This data is from Full USPTO retrosynthesis dataset with 1.9M reactions from patents (1976-2016). The task is: Predict the reactants needed to synthesize the given product. Given the product [CH:1]1([C:7]2[N:12]=[CH:11][N:10]=[C:9]([C:13]3[C:17]4[C:18]([NH:22][CH:23]([CH3:25])[CH3:24])=[N:19][CH:20]=[CH:21][C:16]=4[NH:15][N:14]=3)[CH:8]=2)[CH2:2][CH2:3][CH2:4][CH2:5][CH2:6]1, predict the reactants needed to synthesize it. The reactants are: [CH:1]1([C:7]2[N:12]=[CH:11][N:10]=[C:9]([C:13]3[C:17]4[C:18]([NH:22][CH:23]([CH3:25])[CH3:24])=[N:19][CH:20]=[CH:21][C:16]=4[N:15](CC4C=CC(OC)=CC=4)[N:14]=3)[CH:8]=2)[CH2:6][CH2:5][CH2:4][CH2:3][CH2:2]1.C1(C2N=CN=C(C3C4C(NC(C)C)=NC=CC=4N(CC4C=CC(OC)=CC=4)N=3)C=2)CCCCC=1.